Task: Predict which catalyst facilitates the given reaction.. Dataset: Catalyst prediction with 721,799 reactions and 888 catalyst types from USPTO (1) Reactant: Br[C:2]1[CH:3]=[C:4]([C:20]#[N:21])[C:5]2[CH:6]=[N:7][N:8]([S:11]([C:14]3[CH:19]=[CH:18][CH:17]=[CH:16][CH:15]=3)(=[O:13])=[O:12])[C:9]=2[CH:10]=1.CC1(C)C(C)(C)OB([C:30]2[CH:38]=[CH:37][CH:36]=[C:35]3[C:31]=2[CH:32]=[CH:33][N:34]3[C:39]([O:41][C:42]([CH3:45])([CH3:44])[CH3:43])=[O:40])O1.[O-]P([O-])([O-])=O.[K+].[K+].[K+].O1CCOCC1. Product: [C:20]([C:4]1[CH:3]=[C:2]([C:30]2[CH:38]=[CH:37][CH:36]=[C:35]3[C:31]=2[CH:32]=[CH:33][N:34]3[C:39]([O:41][C:42]([CH3:45])([CH3:44])[CH3:43])=[O:40])[CH:10]=[C:9]2[C:5]=1[CH:6]=[N:7][N:8]2[S:11]([C:14]1[CH:19]=[CH:18][CH:17]=[CH:16][CH:15]=1)(=[O:13])=[O:12])#[N:21]. The catalyst class is: 6. (2) Reactant: [CH3:1][NH2:2].[CH2:3]([C:10]1([CH2:17][N:18]([CH3:20])[CH3:19])[CH2:15][CH2:14][C:13](=O)[CH2:12][CH2:11]1)[C:4]1[CH:9]=[CH:8][CH:7]=[CH:6][CH:5]=1.Cl.[C-:22]#[N:23].[K+]. Product: [CH2:3]([C:10]1([CH2:17][N:18]([CH3:20])[CH3:19])[CH2:15][CH2:14][C:13]([NH:23][CH3:22])([C:1]#[N:2])[CH2:12][CH2:11]1)[C:4]1[CH:9]=[CH:8][CH:7]=[CH:6][CH:5]=1. The catalyst class is: 24. (3) Reactant: [F:1][C:2]([F:16])([F:15])[C:3]([C:6]1[CH:14]=[CH:13][C:9]([C:10]([OH:12])=O)=[CH:8][CH:7]=1)([OH:5])[CH3:4].CN(C(ON1N=NC2C=CC=CC1=2)=[N+](C)C)C.F[P-](F)(F)(F)(F)F.C1C=CC2N(O)N=NC=2C=1.CCN(C(C)C)C(C)C.[CH:60]1([NH:63][CH:64]2[CH2:69][CH2:68][CH2:67][CH2:66][CH2:65]2)[CH2:62][CH2:61]1.Cl. Product: [CH:64]1([N:63]([CH:60]2[CH2:62][CH2:61]2)[C:10](=[O:12])[C:9]2[CH:8]=[CH:7][C:6]([C:3]([OH:5])([CH3:4])[C:2]([F:1])([F:16])[F:15])=[CH:14][CH:13]=2)[CH2:69][CH2:68][CH2:67][CH2:66][CH2:65]1. The catalyst class is: 136. (4) Reactant: [CH3:1][S:2]([NH2:5])(=[O:4])=[O:3].[Br:6][CH2:7][CH2:8][CH2:9][CH2:10][C:11](Cl)=[O:12]. Product: [Br:6][CH2:7][CH2:8][CH2:9][CH2:10][C:11]([NH:5][S:2]([CH3:1])(=[O:4])=[O:3])=[O:12]. The catalyst class is: 13. (5) Reactant: C(OC([NH:8][C@H:9]([C:11]1[N:12]([C:26]2[CH:31]=[CH:30][CH:29]=[CH:28][CH:27]=2)[C:13]2[C:19]([CH2:20][O:21]C(=O)C)=[C:18]([F:25])[CH:17]=[CH:16][C:14]=2[N:15]=1)[CH3:10])=O)(C)(C)C.[ClH:32]. Product: [ClH:32].[ClH:32].[NH2:8][C@H:9]([C:11]1[N:12]([C:26]2[CH:31]=[CH:30][CH:29]=[CH:28][CH:27]=2)[C:13]2[C:19]([CH2:20][OH:21])=[C:18]([F:25])[CH:17]=[CH:16][C:14]=2[N:15]=1)[CH3:10]. The catalyst class is: 71. (6) Reactant: S(=O)(=O)(O)O.[CH3:6][O:7][C:8]1[CH:9]=[C:10](N)[CH:11]=[N:12][CH:13]=1.N([O-])=[O:16].[Na+].[OH-].[Na+].[Na+].[Cl-]. Product: [CH3:6][O:7][C:8]1[CH:9]=[C:10]([OH:16])[CH:11]=[N:12][CH:13]=1. The catalyst class is: 6.